Dataset: Forward reaction prediction with 1.9M reactions from USPTO patents (1976-2016). Task: Predict the product of the given reaction. (1) The product is: [F:1][C:2]([F:10])([F:9])[C:3]1([C:6]2[S:14][C:13]([NH2:15])=[N:12][N:11]=2)[CH2:5][CH2:4]1. Given the reactants [F:1][C:2]([F:10])([F:9])[C:3]1([C:6](O)=O)[CH2:5][CH2:4]1.[NH2:11][NH:12][C:13]([NH2:15])=[S:14].P(Cl)(Cl)(Cl)=O, predict the reaction product. (2) Given the reactants C([N:8]1[CH2:17][CH2:16][C:15]2[N:14]=[CH:13][C:12]([C:18]3[CH:23]=[CH:22][N:21]=[C:20]([NH:24][C:25]4[CH:30]=[CH:29][N:28]=[C:27]([CH3:31])[N:26]=4)[CH:19]=3)=[CH:11][C:10]=2[C:9]1=[O:32])C1C=CC=CC=1.FC(F)(F)S(O)(=O)=O, predict the reaction product. The product is: [CH3:31][C:27]1[N:26]=[C:25]([NH:24][C:20]2[CH:19]=[C:18]([C:12]3[CH:13]=[N:14][C:15]4[CH2:16][CH2:17][NH:8][C:9](=[O:32])[C:10]=4[CH:11]=3)[CH:23]=[CH:22][N:21]=2)[CH:30]=[CH:29][N:28]=1. (3) Given the reactants [CH3:1][C:2]1[S:3][C:4]([C:8]2[CH:13]=[CH:12][C:11]([NH2:14])=[CH:10][C:9]=2[O:15][CH3:16])=[C:5]([CH3:7])[N:6]=1.C([N:25]=[C:26]=[S:27])(=O)C1C=CC=CC=1.C(=O)([O-])[O-].[K+].[K+], predict the reaction product. The product is: [CH3:1][C:2]1[S:3][C:4]([C:8]2[CH:13]=[CH:12][C:11]([NH:14][C:26]([NH2:25])=[S:27])=[CH:10][C:9]=2[O:15][CH3:16])=[C:5]([CH3:7])[N:6]=1.